Dataset: Reaction yield outcomes from USPTO patents with 853,638 reactions. Task: Predict the reaction yield, written as a fraction of the theoretical maximum amount of product (1.0 means a 100% yield; for example, 0.34 means a 34% yield). (1) The reactants are Br[C:2]1[C:10]2[C:5](=[N:6][CH:7]=[CH:8][CH:9]=2)[NH:4][N:3]=1.[CH3:11][N:12](C)C(=O)C. The catalyst is C(=O)(O)[O-].[Na+].[C-]#N.[Zn+2].[C-]#N.C1C=CC(/C=C/C(/C=C/C2C=CC=CC=2)=O)=CC=1.C1C=CC(/C=C/C(/C=C/C2C=CC=CC=2)=O)=CC=1.C1C=CC(/C=C/C(/C=C/C2C=CC=CC=2)=O)=CC=1.[Pd].[Pd].C1(P(C2C=CC=CC=2)[C-]2C=CC=C2)C=CC=CC=1.[C-]1(P(C2C=CC=CC=2)C2C=CC=CC=2)C=CC=C1.[Fe+2].[Zn]. The product is [NH:4]1[C:5]2=[N:6][CH:7]=[CH:8][CH:9]=[C:10]2[C:2]([C:11]#[N:12])=[N:3]1. The yield is 0.640. (2) The reactants are Br[C:2]1[C:7]2[S:8][CH:9]=[CH:10][C:6]=2[CH:5]=[CH:4][CH:3]=1.[B:11]1([B:11]2[O:15][C:14]([CH3:17])([CH3:16])[C:13]([CH3:19])([CH3:18])[O:12]2)[O:15][C:14]([CH3:17])([CH3:16])[C:13]([CH3:19])([CH3:18])[O:12]1.C([O-])(=O)C.[K+]. The product is [S:8]1[CH:9]=[CH:10][C:6]2[CH:5]=[CH:4][CH:3]=[C:2]([B:11]3[O:15][C:14]([CH3:17])([CH3:16])[C:13]([CH3:19])([CH3:18])[O:12]3)[C:7]1=2. The catalyst is CS(C)=O.C(Cl)(Cl)Cl.C(O)(C)C.C1C=CC(P(C2C=CC=CC=2)[C-]2C=CC=C2)=CC=1.C1C=CC(P(C2C=CC=CC=2)[C-]2C=CC=C2)=CC=1.Cl[Pd]Cl.[Fe+2]. The yield is 0.660.